This data is from NCI-60 drug combinations with 297,098 pairs across 59 cell lines. The task is: Regression. Given two drug SMILES strings and cell line genomic features, predict the synergy score measuring deviation from expected non-interaction effect. (1) Drug 1: C1=NC2=C(N1)C(=S)N=C(N2)N. Drug 2: C1=CC=C(C(=C1)C(C2=CC=C(C=C2)Cl)C(Cl)Cl)Cl. Cell line: SK-MEL-5. Synergy scores: CSS=18.7, Synergy_ZIP=0.0378, Synergy_Bliss=-1.62, Synergy_Loewe=-15.8, Synergy_HSA=-2.72. (2) Drug 1: CCC1=CC2CC(C3=C(CN(C2)C1)C4=CC=CC=C4N3)(C5=C(C=C6C(=C5)C78CCN9C7C(C=CC9)(C(C(C8N6C)(C(=O)OC)O)OC(=O)C)CC)OC)C(=O)OC.C(C(C(=O)O)O)(C(=O)O)O. Drug 2: C1CN(P(=O)(OC1)NCCCl)CCCl. Cell line: NCIH23. Synergy scores: CSS=19.1, Synergy_ZIP=-0.331, Synergy_Bliss=1.01, Synergy_Loewe=-49.6, Synergy_HSA=0.911. (3) Drug 1: CC(C1=C(C=CC(=C1Cl)F)Cl)OC2=C(N=CC(=C2)C3=CN(N=C3)C4CCNCC4)N. Drug 2: C1C(C(OC1N2C=NC3=C(N=C(N=C32)Cl)N)CO)O. Cell line: BT-549. Synergy scores: CSS=10.3, Synergy_ZIP=-2.28, Synergy_Bliss=1.42, Synergy_Loewe=-17.9, Synergy_HSA=-2.49. (4) Drug 1: CN1C(=O)N2C=NC(=C2N=N1)C(=O)N. Drug 2: C1=CC=C(C(=C1)C(C2=CC=C(C=C2)Cl)C(Cl)Cl)Cl. Cell line: CAKI-1. Synergy scores: CSS=-6.69, Synergy_ZIP=2.19, Synergy_Bliss=0.172, Synergy_Loewe=-5.53, Synergy_HSA=-5.68. (5) Synergy scores: CSS=-7.72, Synergy_ZIP=1.15, Synergy_Bliss=-4.35, Synergy_Loewe=-6.70, Synergy_HSA=-6.75. Drug 1: CC12CCC3C(C1CCC2O)C(CC4=C3C=CC(=C4)O)CCCCCCCCCS(=O)CCCC(C(F)(F)F)(F)F. Cell line: SNB-19. Drug 2: C1C(C(OC1N2C=NC3=C2NC=NCC3O)CO)O. (6) Drug 1: C1=CN(C(=O)N=C1N)C2C(C(C(O2)CO)O)O.Cl. Drug 2: CC1=C(N=C(N=C1N)C(CC(=O)N)NCC(C(=O)N)N)C(=O)NC(C(C2=CN=CN2)OC3C(C(C(C(O3)CO)O)O)OC4C(C(C(C(O4)CO)O)OC(=O)N)O)C(=O)NC(C)C(C(C)C(=O)NC(C(C)O)C(=O)NCCC5=NC(=CS5)C6=NC(=CS6)C(=O)NCCC[S+](C)C)O. Cell line: OVCAR-4. Synergy scores: CSS=13.4, Synergy_ZIP=-2.50, Synergy_Bliss=1.52, Synergy_Loewe=1.06, Synergy_HSA=2.44. (7) Drug 1: CN1CCC(CC1)COC2=C(C=C3C(=C2)N=CN=C3NC4=C(C=C(C=C4)Br)F)OC. Drug 2: CC1OCC2C(O1)C(C(C(O2)OC3C4COC(=O)C4C(C5=CC6=C(C=C35)OCO6)C7=CC(=C(C(=C7)OC)O)OC)O)O. Cell line: MDA-MB-435. Synergy scores: CSS=18.0, Synergy_ZIP=-2.60, Synergy_Bliss=6.91, Synergy_Loewe=1.66, Synergy_HSA=3.33. (8) Drug 1: CC12CCC(CC1=CCC3C2CCC4(C3CC=C4C5=CN=CC=C5)C)O. Drug 2: CS(=O)(=O)CCNCC1=CC=C(O1)C2=CC3=C(C=C2)N=CN=C3NC4=CC(=C(C=C4)OCC5=CC(=CC=C5)F)Cl. Cell line: MDA-MB-231. Synergy scores: CSS=-4.70, Synergy_ZIP=0.783, Synergy_Bliss=-0.368, Synergy_Loewe=-4.58, Synergy_HSA=-3.63.